Dataset: Peptide-MHC class II binding affinity with 134,281 pairs from IEDB. Task: Regression. Given a peptide amino acid sequence and an MHC pseudo amino acid sequence, predict their binding affinity value. This is MHC class II binding data. (1) The peptide sequence is IIGLILQIGNIISIWPV. The MHC is DRB1_1101 with pseudo-sequence DRB1_1101. The binding affinity (normalized) is 0.349. (2) The peptide sequence is FMVAMFLAVAVVLGL. The MHC is HLA-DPA10201-DPB11401 with pseudo-sequence HLA-DPA10201-DPB11401. The binding affinity (normalized) is 0.0786. (3) The peptide sequence is PVNEALAAAGLVGVL. The MHC is HLA-DQA10501-DQB10303 with pseudo-sequence HLA-DQA10501-DQB10303. The binding affinity (normalized) is 0.630. (4) The peptide sequence is PICPGYRWMCLRRFIIFL. The MHC is DRB5_0101 with pseudo-sequence DRB5_0101. The binding affinity (normalized) is 0.447. (5) The peptide sequence is ERLAVMGDTAWDFSS. The MHC is HLA-DQA10201-DQB10303 with pseudo-sequence HLA-DQA10201-DQB10303. The binding affinity (normalized) is 0.283. (6) The peptide sequence is KNKVVKVLRPAPGGK. The MHC is DRB5_0101 with pseudo-sequence DRB5_0101. The binding affinity (normalized) is 0.797. (7) The peptide sequence is MMGKREKKLSEFGKA. The MHC is DRB4_0103 with pseudo-sequence DRB4_0103. The binding affinity (normalized) is 0.756. (8) The peptide sequence is LLGQNTAAIAAIEAQ. The MHC is HLA-DPA10201-DPB10101 with pseudo-sequence HLA-DPA10201-DPB10101. The binding affinity (normalized) is 0.149. (9) The peptide sequence is HGSEEWEPLTKKGNVWEVKS. The binding affinity (normalized) is 0.194. The MHC is HLA-DQA10102-DQB10602 with pseudo-sequence HLA-DQA10102-DQB10602.